Dataset: Forward reaction prediction with 1.9M reactions from USPTO patents (1976-2016). Task: Predict the product of the given reaction. (1) Given the reactants [Br:1][C:2]([Br:5])(Br)Br.C1(P(C2C=CC=CC=2)C2C=CC=CC=2)C=CC=CC=1.[Si:25]([O:42][C@@H:43]1[CH2:60][CH2:59][C@@:58]2([CH3:61])[C@@H:45]([CH2:46][CH2:47][C@@H:48]3[C@@H:57]2[CH2:56][CH2:55][C@@:53]2([CH3:54])[C@H:49]3[CH2:50][CH2:51][C@@H:52]2[CH:62]=O)[CH2:44]1)([C:38]([CH3:41])([CH3:40])[CH3:39])([C:32]1[CH:37]=[CH:36][CH:35]=[CH:34][CH:33]=1)[C:26]1[CH:31]=[CH:30][CH:29]=[CH:28][CH:27]=1, predict the reaction product. The product is: [Br:1][C:2]([Br:5])=[CH:62][C@H:52]1[CH2:51][CH2:50][C@H:49]2[C@H:48]3[C@H:57]([CH2:56][CH2:55][C@:53]12[CH3:54])[C@:58]1([CH3:61])[C@H:45]([CH2:44][C@H:43]([O:42][Si:25]([C:38]([CH3:39])([CH3:41])[CH3:40])([C:32]2[CH:33]=[CH:34][CH:35]=[CH:36][CH:37]=2)[C:26]2[CH:31]=[CH:30][CH:29]=[CH:28][CH:27]=2)[CH2:60][CH2:59]1)[CH2:46][CH2:47]3. (2) Given the reactants [CH3:1][O:2][C:3]1[CH:12]=[CH:11][C:6]2[C:7](=[O:10])[CH2:8][O:9][C:5]=2[C:4]=1[C:13]#[C:14][CH2:15][CH:16]1[CH2:21][CH2:20][N:19]([C:22]([O:24][C:25]([CH3:28])([CH3:27])[CH3:26])=[O:23])[CH2:18][CH2:17]1.[NH:29]1[C:37]2[C:32](=[CH:33][CH:34]=[CH:35][CH:36]=2)[C:31]([CH:38]=O)=[N:30]1, predict the reaction product. The product is: [NH:29]1[C:37]2[C:32](=[CH:33][CH:34]=[CH:35][CH:36]=2)[C:31](/[CH:38]=[C:8]2\[O:9][C:5]3[C:4]([C:13]#[C:14][CH2:15][CH:16]4[CH2:21][CH2:20][N:19]([C:22]([O:24][C:25]([CH3:28])([CH3:27])[CH3:26])=[O:23])[CH2:18][CH2:17]4)=[C:3]([O:2][CH3:1])[CH:12]=[CH:11][C:6]=3[C:7]\2=[O:10])=[N:30]1. (3) Given the reactants Br[C:2]1[CH:3]=[C:4]([C:9]2[N:14]=[C:13]([C:15]3[CH:20]=[CH:19][CH:18]=[CH:17][CH:16]=3)[N:12]=[C:11]([C:21]3[CH:26]=[CH:25][CH:24]=[CH:23][CH:22]=3)[N:10]=2)[CH:5]=[C:6](Br)[CH:7]=1.[CH3:27][C:28]1[CH:33]=[C:32]([C:34]2[CH:39]=[CH:38][C:37](B3OC(C)(C)C(C)(C)O3)=[CH:36][CH:35]=2)[CH:31]=[C:30]([CH3:49])[N:29]=1.P([O-])([O-])([O-])=O.[K+].[K+].[K+], predict the reaction product. The product is: [CH3:49][C:30]1[CH:31]=[C:32]([C:34]2[CH:35]=[CH:36][C:37]([C:2]3[CH:3]=[C:4]([C:9]4[N:14]=[C:13]([C:15]5[CH:20]=[CH:19][CH:18]=[CH:17][CH:16]=5)[N:12]=[C:11]([C:21]5[CH:26]=[CH:25][CH:24]=[CH:23][CH:22]=5)[N:10]=4)[CH:5]=[C:6]([C:37]4[CH:38]=[CH:39][C:34]([C:32]5[CH:33]=[C:28]([CH3:27])[N:29]=[C:30]([CH3:49])[CH:31]=5)=[CH:35][CH:36]=4)[CH:7]=3)=[CH:38][CH:39]=2)[CH:33]=[C:28]([CH3:27])[N:29]=1. (4) Given the reactants CC1C=CC(S(N[C@@H]([C@H](N)C2C=CC=CC=2)C2C=CC=CC=2)(=O)=O)=CC=1.[N+:27]([C:30]1[CH:35]=[CH:34][CH:33]=[CH:32][C:31]=1[CH2:36][C:37](=[O:41])[C:38]([OH:40])=[O:39])([O-:29])=[O:28].C(N(CC)CC)C.C(O)=O, predict the reaction product. The product is: [OH:41][C@H:37]([CH2:36][C:31]1[CH:32]=[CH:33][CH:34]=[CH:35][C:30]=1[N+:27]([O-:29])=[O:28])[C:38]([OH:40])=[O:39]. (5) Given the reactants [CH3:1][C@H:2]1[CH2:7][CH2:6][C@H:5]([C:8]([N:10]([C@H:26]([C:29]([N:31]2[CH2:36][CH2:35][O:34][CH2:33][CH2:32]2)=[O:30])[CH2:27][CH3:28])[C:11]2[CH:15]=[C:14]([C:16]3[CH:21]=[CH:20][CH:19]=[CH:18][CH:17]=3)[S:13][C:12]=2[C:22]([O:24]C)=[O:23])=[O:9])[CH2:4][CH2:3]1.C1COCC1.O[Li].O.Cl, predict the reaction product. The product is: [CH3:1][C@H:2]1[CH2:7][CH2:6][C@H:5]([C:8]([N:10]([C@H:26]([C:29]([N:31]2[CH2:32][CH2:33][O:34][CH2:35][CH2:36]2)=[O:30])[CH2:27][CH3:28])[C:11]2[CH:15]=[C:14]([C:16]3[CH:21]=[CH:20][CH:19]=[CH:18][CH:17]=3)[S:13][C:12]=2[C:22]([OH:24])=[O:23])=[O:9])[CH2:4][CH2:3]1. (6) Given the reactants [Cl:1][C:2]1[CH:11]=[C:10]2[C:5]([C:6]([NH:12][CH2:13][CH2:14][CH2:15][N:16]3[CH2:21][CH2:20][N:19]([CH2:22][CH2:23][CH2:24][NH:25][C:26]4[C:35]5[C:30](=[CH:31][C:32](Cl)=[CH:33]C=5)N=CC=4)[CH2:18][CH2:17]3)=[CH:7][CH:8]=[N:9]2)=[CH:4][CH:3]=1.BrCCCCCCBr.C([O-])([O-])=O.[K+].[K+], predict the reaction product. The product is: [N:25]1([CH2:24][CH2:23][CH2:22][N:19]2[CH2:20][CH2:21][N:16]([CH2:15][CH2:14][CH2:13][NH:12][C:6]3[C:5]4[C:10](=[CH:11][C:2]([Cl:1])=[CH:3][CH:4]=4)[N:9]=[CH:8][CH:7]=3)[CH2:17][CH2:18]2)[CH2:26][CH2:35][CH2:30][CH2:31][CH2:32][CH2:33]1. (7) Given the reactants Cl.[Cl:2][C:3]1[CH:4]=[C:5]2[C:10](=[CH:11][CH:12]=1)[N:9]=[C:8]([N:13]1[CH2:18][CH2:17][NH:16][CH2:15][CH2:14]1)[CH:7]=[CH:6]2.[CH2:19]([N:21]([CH2:35][CH3:36])[C:22]1[CH:30]=[CH:29][C:28]([S:31]([CH3:34])(=[O:33])=[O:32])=[CH:27][C:23]=1[C:24](O)=[O:25])[CH3:20].C(OCC)(=O)C, predict the reaction product. The product is: [Cl:2][C:3]1[CH:4]=[C:5]2[C:10](=[CH:11][CH:12]=1)[N:9]=[C:8]([N:13]1[CH2:14][CH2:15][N:16]([C:24]([C:23]3[CH:27]=[C:28]([S:31]([CH3:34])(=[O:33])=[O:32])[CH:29]=[CH:30][C:22]=3[N:21]([CH2:35][CH3:36])[CH2:19][CH3:20])=[O:25])[CH2:17][CH2:18]1)[CH:7]=[CH:6]2. (8) Given the reactants [NH2:1][CH:2]([CH2:10][CH2:11][CH2:12][C:13]1[CH:18]=[CH:17][CH:16]=[CH:15][C:14]=1Br)[C:3]([O:5][C:6]([CH3:9])([CH3:8])[CH3:7])=[O:4].C1(P(C2C=CC=CC=2)C2C=CC=CC=2)C=CC=CC=1.C(=O)([O-])[O-].[Cs+].[Cs+], predict the reaction product. The product is: [NH:1]1[C:14]2[CH:15]=[CH:16][CH:17]=[CH:18][C:13]=2[CH2:12][CH2:11][CH2:10][CH:2]1[C:3]([O:5][C:6]([CH3:9])([CH3:8])[CH3:7])=[O:4].